From a dataset of Full USPTO retrosynthesis dataset with 1.9M reactions from patents (1976-2016). Predict the reactants needed to synthesize the given product. (1) Given the product [CH3:1][C:2]1[C:6]([C:7]([NH:9][N:10]2[CH2:11][CH2:12][CH2:13][CH2:14][CH2:15]2)=[O:8])=[N:5][N:4]([C:16]2[CH:17]=[CH:18][C:19]([Cl:23])=[CH:20][C:21]=2[Cl:22])[C:3]=1[C:24]1[CH:25]=[CH:26][C:27]([Cl:30])=[CH:28][CH:29]=1.[ClH:52], predict the reactants needed to synthesize it. The reactants are: [CH3:1][C:2]1[C:6]([C:7]([NH:9][N:10]2[CH2:15][CH2:14][CH2:13][CH2:12][CH2:11]2)=[O:8])=[N:5][N:4]([C:16]2[CH:17]=[CH:18][C:19]([Cl:23])=[CH:20][C:21]=2[Cl:22])[C:3]=1[C:24]1[CH:25]=[CH:26][C:27]([Cl:30])=[CH:28][CH:29]=1.CC1C(C(NN2CCCCC2)=O)=NN(C2C=CC(Cl)=CC=2[Cl:52])C=1C1C=CC(Cl)=CC=1.Cl. (2) Given the product [CH2:18]([NH:19][C:4]1[CH:3]=[C:2]([Br:1])[CH:7]=[CH:6][C:5]=1[N+:8]([O-:10])=[O:9])[C:12]1[CH:17]=[CH:16][CH:15]=[CH:14][CH:13]=1, predict the reactants needed to synthesize it. The reactants are: [Br:1][C:2]1[CH:7]=[CH:6][C:5]([N+:8]([O-:10])=[O:9])=[C:4](F)[CH:3]=1.[C:12]1([CH2:18][NH2:19])[CH:17]=[CH:16][CH:15]=[CH:14][CH:13]=1.